This data is from Full USPTO retrosynthesis dataset with 1.9M reactions from patents (1976-2016). The task is: Predict the reactants needed to synthesize the given product. (1) Given the product [CH3:23][C:12]1[CH:13]=[CH:14][C:15]([S:18]([O-:21])(=[O:20])=[O:19])=[CH:16][CH:17]=1.[CH3:12][N+:7]1[C:6]2[CH:8]=[CH:9][CH:10]=[CH:11][C:5]=2[S:4][C:3]=1[S:2][CH3:1], predict the reactants needed to synthesize it. The reactants are: [CH3:1][S:2][C:3]1[S:4][C:5]2[CH:11]=[CH:10][CH:9]=[CH:8][C:6]=2[N:7]=1.[C:12]1([CH3:23])[CH:17]=[CH:16][C:15]([S:18]([O:21]C)(=[O:20])=[O:19])=[CH:14][CH:13]=1. (2) Given the product [Br:13][CH2:3][CH2:4][N:5]1[CH:9]=[C:8]([N+:10]([O-:12])=[O:11])[CH:7]=[N:6]1, predict the reactants needed to synthesize it. The reactants are: BrC[CH2:3][CH2:4][N:5]1[CH:9]=[C:8]([N+:10]([O-:12])=[O:11])[CH:7]=[N:6]1.[Br:13]CCCO. (3) Given the product [F:17][C:18]([F:29])([F:28])[C:19]([NH:1][CH2:2][C@@H:3]1[CH2:8][CH2:7][C@H:6]([CH3:9])[CH2:5][NH:4]1)=[O:20], predict the reactants needed to synthesize it. The reactants are: [NH2:1][CH2:2][C@@H:3]1[CH2:8][CH2:7][C@H:6]([CH3:9])[CH2:5][N:4]1C(OC(C)(C)C)=O.[F:17][C:18]([F:29])([F:28])[C:19](O[C:19](=[O:20])[C:18]([F:29])([F:28])[F:17])=[O:20].C(O)(C(F)(F)F)=O.